From a dataset of Forward reaction prediction with 1.9M reactions from USPTO patents (1976-2016). Predict the product of the given reaction. (1) Given the reactants [Br:1][C:2]1[CH:10]=[CH:9][CH:8]=[C:7]2[C:3]=1[CH2:4][CH2:5][CH:6]2[NH:11][C:12]1[CH:25]=[CH:24][C:15]2[C@H:16]([CH2:19][C:20]([O:22][CH3:23])=[O:21])[CH2:17][O:18][C:14]=2[CH:13]=1.C(N(CC)CC)C.[F:33][C:34]([F:45])([F:44])[C:35](O[C:35](=[O:36])[C:34]([F:45])([F:44])[F:33])=[O:36].C(=O)([O-])O.[Na+], predict the reaction product. The product is: [Br:1][C:2]1[CH:10]=[CH:9][CH:8]=[C:7]2[C:3]=1[CH2:4][CH2:5][CH:6]2[N:11]([C:35](=[O:36])[C:34]([F:45])([F:44])[F:33])[C:12]1[CH:25]=[CH:24][C:15]2[C@H:16]([CH2:19][C:20]([O:22][CH3:23])=[O:21])[CH2:17][O:18][C:14]=2[CH:13]=1. (2) Given the reactants C([O:3][C:4]([C:6]1[CH:11]=[CH:10][C:9]([O:12][CH2:13][C:14]2[C:15]([C:21]3[CH:26]=[CH:25][C:24]([F:27])=[CH:23][CH:22]=3)=[N:16][O:17][C:18]=2[CH2:19][OH:20])=[CH:8][N:7]=1)=[O:5])C.O.[OH-].[Li+].Cl, predict the reaction product. The product is: [F:27][C:24]1[CH:25]=[CH:26][C:21]([C:15]2[C:14]([CH2:13][O:12][C:9]3[CH:10]=[CH:11][C:6]([C:4]([OH:5])=[O:3])=[N:7][CH:8]=3)=[C:18]([CH2:19][OH:20])[O:17][N:16]=2)=[CH:22][CH:23]=1. (3) Given the reactants [F:1][C:2]1[C:3]([CH3:24])=[C:4]([C:8]2([C:21](O)=[O:22])[CH2:13][CH:12]=[C:11]([C:14]3[CH:15]=[N:16][CH:17]=[C:18]([F:20])[CH:19]=3)[CH2:10][CH2:9]2)[CH:5]=[CH:6][CH:7]=1.CN(C(F)=[N+](C)C)C.F[P-](F)(F)(F)(F)F.CCN(CC)CC.O1CCCCC1[O:53][NH2:54].Cl, predict the reaction product. The product is: [F:1][C:2]1[C:3]([CH3:24])=[C:4]([C:8]2([C:21]([NH:54][OH:53])=[O:22])[CH2:13][CH:12]=[C:11]([C:14]3[CH:15]=[N:16][CH:17]=[C:18]([F:20])[CH:19]=3)[CH2:10][CH2:9]2)[CH:5]=[CH:6][CH:7]=1. (4) Given the reactants [CH2:1]([C@H:4]1[CH2:10][N:9]([CH:11]2[CH2:15][CH2:14][CH2:13][CH2:12]2)[C:8]2[N:16]=[C:17]([NH:20][C:21]3[CH:29]=[CH:28][C:24]([C:25](O)=[O:26])=[CH:23][C:22]=3[O:30][CH3:31])[N:18]=[CH:19][C:7]=2[N:6]([CH3:32])[C:5]1=[O:33])[CH:2]=[CH2:3].[CH3:34][N:35]1[CH2:39][CH2:38][C@H:37]([NH2:40])[CH2:36]1, predict the reaction product. The product is: [CH2:1]([C@H:4]1[CH2:10][N:9]([CH:11]2[CH2:15][CH2:14][CH2:13][CH2:12]2)[C:8]2[N:16]=[C:17]([NH:20][C:21]3[CH:29]=[CH:28][C:24]([C:25]([NH:40][C@H:37]4[CH2:38][CH2:39][N:35]([CH3:34])[CH2:36]4)=[O:26])=[CH:23][C:22]=3[O:30][CH3:31])[N:18]=[CH:19][C:7]=2[N:6]([CH3:32])[C:5]1=[O:33])[CH:2]=[CH2:3]. (5) Given the reactants [Cl:1][C:2]1[CH:7]=[CH:6][C:5]([NH:8][C:9]2[CH:14]=[CH:13][N:12]3[N:15]=[CH:16][C:17]([CH:18]=O)=[C:11]3[N:10]=2)=[CH:4][CH:3]=1.[NH:20]1[CH2:26][C:24](=[O:25])[NH:23][C:21]1=[O:22].N1CCCCC1, predict the reaction product. The product is: [Cl:1][C:2]1[CH:3]=[CH:4][C:5]([NH:8][C:9]2[CH:14]=[CH:13][N:12]3[N:15]=[CH:16][C:17]([CH:18]=[C:26]4[NH:20][C:21](=[O:22])[NH:23][C:24]4=[O:25])=[C:11]3[N:10]=2)=[CH:6][CH:7]=1. (6) Given the reactants Br[C:2]1[CH:3]=[N:4][CH:5]=[C:6]2[C:11]=1[N:10]=[C:9]([C:12]([NH:14][CH2:15][C:16]1[CH:21]=[CH:20][N:19]=[CH:18][CH:17]=1)=[O:13])[CH:8]=[CH:7]2.[Cl:22][C:23]1[CH:28]=[CH:27][C:26](B(O)O)=[CH:25][CH:24]=1.C(=O)([O-])[O-].[Cs+].[Cs+], predict the reaction product. The product is: [Cl:22][C:23]1[CH:28]=[CH:27][C:26]([C:2]2[CH:3]=[N:4][CH:5]=[C:6]3[C:11]=2[N:10]=[C:9]([C:12]([NH:14][CH2:15][C:16]2[CH:21]=[CH:20][N:19]=[CH:18][CH:17]=2)=[O:13])[CH:8]=[CH:7]3)=[CH:25][CH:24]=1. (7) The product is: [N:12]1([C:7]2[CH:8]=[CH:9][CH:10]=[CH:11][C:6]=2/[CH:5]=[CH:4]/[C:3]([O:2][CH3:1])=[O:25])[CH2:13][CH2:14][NH:15][CH2:16][CH2:17]1. Given the reactants [CH3:1][O:2][C:3](=[O:25])/[CH:4]=[CH:5]/[C:6]1[CH:11]=[CH:10][CH:9]=[CH:8][C:7]=1[N:12]1[CH2:17][CH2:16][N:15](C(OC(C)(C)C)=O)[CH2:14][CH2:13]1.FC(F)(F)C(O)=O, predict the reaction product.